Dataset: Full USPTO retrosynthesis dataset with 1.9M reactions from patents (1976-2016). Task: Predict the reactants needed to synthesize the given product. (1) Given the product [Cl:29][C:26]1[CH:27]=[CH:28][C:23]([C:21]2[O:20][N:19]=[C:18]([CH2:17][O:16][C:12]3[C:9]4[S:10][CH:11]=[C:7]([CH2:6][C:5]([OH:30])=[O:4])[C:8]=4[CH:15]=[CH:14][CH:13]=3)[CH:22]=2)=[CH:24][CH:25]=1, predict the reactants needed to synthesize it. The reactants are: [OH-].[Li+].C[O:4][C:5](=[O:30])[CH2:6][C:7]1[C:8]2[CH:15]=[CH:14][CH:13]=[C:12]([O:16][CH2:17][C:18]3[CH:22]=[C:21]([C:23]4[CH:28]=[CH:27][C:26]([Cl:29])=[CH:25][CH:24]=4)[O:20][N:19]=3)[C:9]=2[S:10][CH:11]=1.Cl. (2) Given the product [O-:4][S:2]([C:5]([F:8])([F:7])[F:6])(=[O:3])=[O:1].[CH2:9]([N+:13]1([CH3:41])[CH2:38][CH2:37][C@:20]23[C:21]4[C:22]5[O:36][C@H:19]2[C:18](=[O:39])[CH2:17][CH2:16][C@@:15]3([OH:40])[C@H:14]1[CH2:27][C:26]=4[CH:25]=[CH:24][C:23]=5[OH:28])[CH:10]([CH3:12])[CH3:11], predict the reactants needed to synthesize it. The reactants are: [O-:1][S:2]([C:5]([F:8])([F:7])[F:6])(=[O:4])=[O:3].[CH2:9]([N+:13]1([CH3:41])[CH2:38][CH2:37][C@:20]23[C:21]4[C:22]5[O:36][C@H:19]2[C:18](=[O:39])[CH2:17][CH2:16][C@@:15]3([OH:40])[C@H:14]1[CH2:27][C:26]=4[CH:25]=[CH:24][C:23]=5[O:28]CC1C=CC=CC=1)[CH:10]([CH3:12])[CH3:11].